From a dataset of Forward reaction prediction with 1.9M reactions from USPTO patents (1976-2016). Predict the product of the given reaction. (1) Given the reactants [O:1]1[C:5]2[CH:6]=[CH:7][C:8]([C:10]3[C:18]4[C:13](=[CH:14][CH:15]=[C:16]([C:19]([NH:21][C@@H:22]5[CH2:27][CH2:26][CH2:25][NH:24][CH2:23]5)=[O:20])[CH:17]=4)[NH:12][N:11]=3)=[CH:9][C:4]=2[CH2:3][CH2:2]1.[N:28]1[CH:33]=[CH:32][CH:31]=[CH:30][C:29]=1[CH:34]=O.C(O[BH-](OC(=O)C)OC(=O)C)(=O)C.[Na+], predict the reaction product. The product is: [O:1]1[C:5]2[CH:6]=[CH:7][C:8]([C:10]3[C:18]4[C:13](=[CH:14][CH:15]=[C:16]([C:19]([NH:21][C@@H:22]5[CH2:27][CH2:26][CH2:25][N:24]([CH2:34][C:29]6[CH:30]=[CH:31][CH:32]=[CH:33][N:28]=6)[CH2:23]5)=[O:20])[CH:17]=4)[NH:12][N:11]=3)=[CH:9][C:4]=2[CH2:3][CH2:2]1. (2) Given the reactants [CH3:1][N:2]1[C:6]([C:7]2[CH:12]=[C:11]([C@@H:13]([NH:17][C:18](=[O:24])[O:19][C:20]([CH3:23])([CH3:22])[CH3:21])[CH2:14][CH:15]=C)[CH:10]=[CH:9][N:8]=2)=[C:5]([NH:25][C:26](=[O:31])[C@H:27]([CH3:30])[CH:28]=C)[CH:4]=[N:3]1, predict the reaction product. The product is: [CH3:1][N:2]1[N:3]=[CH:4][C:5]2[NH:25][C:26](=[O:31])[C@H:27]([CH3:28])[CH:30]=[CH:15][CH2:14][C@H:13]([NH:17][C:18](=[O:24])[O:19][C:20]([CH3:22])([CH3:23])[CH3:21])[C:11]3[CH:12]=[C:7]([N:8]=[CH:9][CH:10]=3)[C:6]1=2. (3) Given the reactants O.[OH-].[Li+].C[O:5][C:6](=[O:34])[CH2:7][C:8]1[C:17]([CH3:18])=[C:16]([C:19]2[CH:24]=[CH:23][C:22]([S:25]([N:28]3[CH2:32][CH2:31][CH2:30][CH2:29]3)(=[O:27])=[O:26])=[CH:21][CH:20]=2)[C:15]2[C:10](=[CH:11][CH:12]=[C:13]([F:33])[CH:14]=2)[CH:9]=1.C1COCC1.O, predict the reaction product. The product is: [F:33][C:13]1[CH:14]=[C:15]2[C:10](=[CH:11][CH:12]=1)[CH:9]=[C:8]([CH2:7][C:6]([OH:34])=[O:5])[C:17]([CH3:18])=[C:16]2[C:19]1[CH:20]=[CH:21][C:22]([S:25]([N:28]2[CH2:32][CH2:31][CH2:30][CH2:29]2)(=[O:26])=[O:27])=[CH:23][CH:24]=1.